Dataset: Full USPTO retrosynthesis dataset with 1.9M reactions from patents (1976-2016). Task: Predict the reactants needed to synthesize the given product. (1) Given the product [CH3:1][O:2][C:3]1[CH:8]=[CH:7][N:6]=[C:5]2[N:9]([CH2:25][OH:26])[N:10]=[C:11]([CH:12]3[CH2:17][CH2:16][NH:15][CH2:14][CH2:13]3)[C:4]=12, predict the reactants needed to synthesize it. The reactants are: [CH3:1][O:2][C:3]1[CH:8]=[CH:7][N:6]=[C:5]2[N:9]([CH2:25][O:26]CC[Si](C)(C)C)[N:10]=[C:11]([CH:12]3[CH2:17][CH2:16][N:15](C(OC(C)(C)C)=O)[CH2:14][CH2:13]3)[C:4]=12.C(O)(C(F)(F)F)=O. (2) Given the product [Cl:6][C:7]1[C:12]([CH3:1])=[C:11]([Cl:13])[CH:10]=[CH:9][N:8]=1, predict the reactants needed to synthesize it. The reactants are: [CH2:1]([Li])CCC.[Cl:6][C:7]1[CH:12]=[C:11]([Cl:13])[CH:10]=[CH:9][N:8]=1.CI.CC(O)=O.